Dataset: Reaction yield outcomes from USPTO patents with 853,638 reactions. Task: Predict the reaction yield, written as a fraction of the theoretical maximum amount of product (1.0 means a 100% yield; for example, 0.34 means a 34% yield). (1) The reactants are [C:1]1([C:7]2[CH:16]=[C:15]([C:17]([NH:19][CH2:20][C@H:21]3[CH2:26][CH2:25][C@H:24]([CH2:27][NH:28][C:29](=[O:35])[O:30][C:31]([CH3:34])([CH3:33])[CH3:32])[CH2:23][CH2:22]3)=[O:18])[C:14]3[C:9](=[CH:10][CH:11]=[CH:12][CH:13]=3)[N:8]=2)[CH:6]=[CH:5][CH:4]=[CH:3][CH:2]=1.[H-].[Na+].[C:38]([O-])([O-])=O.[K+].[K+].CI. The catalyst is CN(C=O)C.CS(C)=O. The product is [CH3:38][N:19]([CH2:20][C@H:21]1[CH2:22][CH2:23][C@H:24]([CH2:27][NH:28][C:29](=[O:35])[O:30][C:31]([CH3:32])([CH3:34])[CH3:33])[CH2:25][CH2:26]1)[C:17]([C:15]1[C:14]2[C:9](=[CH:10][CH:11]=[CH:12][CH:13]=2)[N:8]=[C:7]([C:1]2[CH:6]=[CH:5][CH:4]=[CH:3][CH:2]=2)[CH:16]=1)=[O:18]. The yield is 0.780. (2) The reactants are Cl[C:2]1[N:7]=[C:6]([N:8]([CH3:15])[C:9]2[CH:14]=[CH:13][CH:12]=[CH:11][CH:10]=2)[N:5]=[C:4]([NH2:16])[N:3]=1.[C-:17]#[N:18].[K+]. The catalyst is CN(C=O)C.CCOC(C)=O. The product is [NH2:16][C:4]1[N:5]=[C:6]([N:8]([CH3:15])[C:9]2[CH:14]=[CH:13][CH:12]=[CH:11][CH:10]=2)[N:7]=[C:2]([C:17]#[N:18])[N:3]=1. The yield is 0.630. (3) The reactants are C([CH:6]([O:10][C:11]([NH:13][CH2:14][C:15]1([CH2:21][C:22]([OH:24])=[O:23])[CH2:20][CH2:19][CH2:18][CH2:17][CH2:16]1)=[O:12])[CH2:7][CH2:8][CH3:9])(=O)C(C)C.ClC1[CH:27]=[C:28]([CH:33]=CC=1)[C:29]([O:31]O)=[O:30].C([O-])(O)=O.[Na+].C(O)(=O)CC(CC(O)=O)(C(O)=O)O. The catalyst is ClCCl. The product is [C:29]([O:31][CH:6]([O:10][C:11]([NH:13][CH2:14][C:15]1([CH2:21][C:22]([OH:24])=[O:23])[CH2:16][CH2:17][CH2:18][CH2:19][CH2:20]1)=[O:12])[CH2:7][CH2:8][CH3:9])(=[O:30])[CH:28]([CH3:33])[CH3:27]. The yield is 0.110. (4) The reactants are Br[C:2]1[CH:11]=[C:10]2[C:5]([NH:6][C:7](=[O:15])[CH:8]3[CH2:14][CH2:13][CH2:12][N:9]32)=[CH:4][CH:3]=1.[Cl:16][C:17]1[CH:18]=[C:19](B(O)O)[CH:20]=[CH:21][CH:22]=1.C(=O)([O-])[O-].[K+].[K+]. The catalyst is C(COC)OC.C(O)C.O.[Pd].C1(P(C2C=CC=CC=2)C2C=CC=CC=2)C=CC=CC=1.C1(P(C2C=CC=CC=2)C2C=CC=CC=2)C=CC=CC=1.C1(P(C2C=CC=CC=2)C2C=CC=CC=2)C=CC=CC=1.C1(P(C2C=CC=CC=2)C2C=CC=CC=2)C=CC=CC=1. The product is [Cl:16][C:17]1[CH:22]=[C:21]([CH:12]2[N:9]3[C:10]4[C:5]([NH:6][C:7](=[O:15])[CH:8]3[CH2:14][CH2:13]2)=[CH:4][CH:3]=[CH:2][CH:11]=4)[CH:20]=[CH:19][CH:18]=1. The yield is 0.0700. (5) The reactants are [Cl:1][C:2]1[N:7]2[N:8]=[C:9]3[C:14]([CH:13]=[CH:12][CH:11]=[CH:10]3)=[C:6]2[N:5]=[C:4]([CH3:15])[C:3]=1[CH2:16][C:17]([O:19][CH3:20])=[O:18].[Li+].C[Si]([N-][Si](C)(C)C)(C)C.O1C[CH2:34][CH2:33][CH2:32]1.ICCC. The catalyst is CN(C=O)C. The product is [Cl:1][C:2]1[N:7]2[N:8]=[C:9]3[C:14]([CH:13]=[CH:12][CH:11]=[CH:10]3)=[C:6]2[N:5]=[C:4]([CH3:15])[C:3]=1[CH:16]([CH2:32][CH2:33][CH3:34])[C:17]([O:19][CH3:20])=[O:18]. The yield is 0.760. (6) The reactants are Cl.[O:2]=[C:3]1[NH:12][C:11]2[N:10]=[CH:9][C:8](/[CH:13]=[CH:14]/[C:15]([OH:17])=O)=[CH:7][C:6]=2[CH2:5][CH2:4]1.Cl.[CH2:19]([O:26][CH:27]1[CH2:30][NH:29][CH2:28]1)[C:20]1[CH:25]=[CH:24][CH:23]=[CH:22][CH:21]=1.CCN(C(C)C)C(C)C.CCN=C=NCCCN(C)C. The catalyst is CN(C1C=CN=CC=1)C.CN(C=O)C. The product is [CH2:19]([O:26][CH:27]1[CH2:28][N:29]([C:15](=[O:17])/[CH:14]=[CH:13]/[C:8]2[CH:7]=[C:6]3[C:11](=[N:10][CH:9]=2)[NH:12][C:3](=[O:2])[CH2:4][CH2:5]3)[CH2:30]1)[C:20]1[CH:21]=[CH:22][CH:23]=[CH:24][CH:25]=1. The yield is 0.380. (7) The reactants are [CH3:1][C:2]1[CH:7]=[C:6]([CH3:8])[CH:5]=[C:4]([CH3:9])[C:3]=1[NH:10][C:11]1[CH:16]=[CH:15][N:14]=[C:13]([NH:17][C:18]2[CH:25]=[CH:24][C:21]([C:22]#[N:23])=[CH:20][CH:19]=2)[N:12]=1.C[OH:27]. The catalyst is O. The product is [CH3:1][C:2]1[CH:7]=[C:6]([CH3:8])[CH:5]=[C:4]([CH3:9])[C:3]=1[NH:10][C:11]1[CH:16]=[CH:15][N:14]=[C:13]([NH:17][C:18]2[CH:25]=[CH:24][C:21]([C:22]([NH2:23])=[O:27])=[CH:20][CH:19]=2)[N:12]=1. The yield is 0.560. (8) The reactants are [NH2:1][C:2]1[N:7]=[CH:6][N:5]=[C:4]2[N:8]([CH:12]([C:14]3[C:15]([O:33][CH3:34])=[C:16]([CH:22]4[CH2:25][N:24]([C:26]([O:28][C:29]([CH3:32])([CH3:31])[CH3:30])=[O:27])[CH2:23]4)[C:17]([CH3:21])=[C:18]([Cl:20])[CH:19]=3)[CH3:13])[N:9]=[C:10](Br)[C:3]=12.[CH3:35][C:36]1(C)C(C)(C)OB(C=C)O1.C(=O)([O-])[O-].[Na+].[Na+].O. The catalyst is CN(C)C=O.C1C=CC([P]([Pd]([P](C2C=CC=CC=2)(C2C=CC=CC=2)C2C=CC=CC=2)([P](C2C=CC=CC=2)(C2C=CC=CC=2)C2C=CC=CC=2)[P](C2C=CC=CC=2)(C2C=CC=CC=2)C2C=CC=CC=2)(C2C=CC=CC=2)C2C=CC=CC=2)=CC=1. The product is [NH2:1][C:2]1[N:7]=[CH:6][N:5]=[C:4]2[N:8]([CH:12]([C:14]3[C:15]([O:33][CH3:34])=[C:16]([CH:22]4[CH2:25][N:24]([C:26]([O:28][C:29]([CH3:32])([CH3:31])[CH3:30])=[O:27])[CH2:23]4)[C:17]([CH3:21])=[C:18]([Cl:20])[CH:19]=3)[CH3:13])[N:9]=[C:10]([CH:35]=[CH2:36])[C:3]=12. The yield is 0.750. (9) The reactants are Cl[CH2:2][C:3](Cl)=[O:4].[N+:6]([C:9]1[CH:10]=[CH:11][C:12]2[O:18][CH2:17][CH2:16][CH2:15][NH:14][C:13]=2[CH:19]=1)([O-:8])=[O:7].[CH2:20]([N:22](CC)[CH2:23][CH3:24])[CH3:21].N1CCCC1. The catalyst is CN(C)C1C=CN=CC=1.C(#N)C.C(Cl)Cl.O. The product is [N+:6]([C:9]1[CH:10]=[CH:11][C:12]2[O:18][CH2:17][CH2:16][CH2:15][N:14]([C:3](=[O:4])[CH2:2][N:22]3[CH2:23][CH2:24][CH2:21][CH2:20]3)[C:13]=2[CH:19]=1)([O-:8])=[O:7]. The yield is 0.880.